Dataset: Peptide-MHC class I binding affinity with 185,985 pairs from IEDB/IMGT. Task: Regression. Given a peptide amino acid sequence and an MHC pseudo amino acid sequence, predict their binding affinity value. This is MHC class I binding data. (1) The peptide sequence is DPTLAYTYEAY. The MHC is Mamu-B52 with pseudo-sequence Mamu-B52. The binding affinity (normalized) is 0.367. (2) The peptide sequence is AETAGARLV. The MHC is Mamu-A11 with pseudo-sequence Mamu-A11. The binding affinity (normalized) is 0.691. (3) The peptide sequence is CTINVNSLA. The MHC is HLA-A68:02 with pseudo-sequence HLA-A68:02. The binding affinity (normalized) is 0.761. (4) The peptide sequence is WLYDLWGQL. The MHC is HLA-B44:02 with pseudo-sequence HLA-B44:02. The binding affinity (normalized) is 0.213. (5) The peptide sequence is NLAADLTQI. The MHC is HLA-A02:06 with pseudo-sequence HLA-A02:06. The binding affinity (normalized) is 0.697. (6) The peptide sequence is PTSIPLAYF. The MHC is Mamu-A02 with pseudo-sequence Mamu-A02. The binding affinity (normalized) is 0.340. (7) The peptide sequence is NATDFWRLY. The MHC is HLA-A11:01 with pseudo-sequence HLA-A11:01. The binding affinity (normalized) is 0.553. (8) The peptide sequence is RHVKPTGSAVVGLSM. The MHC is HLA-A03:01 with pseudo-sequence HLA-A03:01. The binding affinity (normalized) is 0. (9) The peptide sequence is IPLTEEAEL. The MHC is HLA-A31:01 with pseudo-sequence HLA-A31:01. The binding affinity (normalized) is 0.